This data is from Reaction yield outcomes from USPTO patents with 853,638 reactions. The task is: Predict the reaction yield, written as a fraction of the theoretical maximum amount of product (1.0 means a 100% yield; for example, 0.34 means a 34% yield). (1) The reactants are [NH2:1][C:2]1[CH:3]=[C:4]2[C:8](=[CH:9][CH:10]=1)[CH2:7][CH2:6][CH2:5]2.[CH3:11][O:12][CH2:13][C:14](Cl)=[O:15].N1C=CC=CC=1. The catalyst is CN(C=O)C. The product is [CH3:11][O:12][CH2:13][C:14]([NH:1][C:2]1[CH:3]=[C:4]2[C:8](=[CH:9][CH:10]=1)[CH2:7][CH2:6][CH2:5]2)=[O:15]. The yield is 0.830. (2) The reactants are [C:1]([O:5][C:6]([N:8]1[CH2:13][CH2:12][N:11]([C:14]2C(=O)N(CC(C)C)N=C(C3C=CC(C)=C(F)C=3)C=2C)[CH2:10][CH2:9]1)=[O:7])([CH3:4])([CH3:3])[CH3:2].[CH:34]1([CH2:37][N:38]2[C:43](=[O:44])[C:42](COS(C)(=O)=O)=[CH:41][C:40]([C:51]3[CH:56]=[CH:55][C:54]([O:57][CH3:58])=[C:53]([F:59])[CH:52]=3)=[N:39]2)[CH2:36][CH2:35]1.N1(C(OC(C)(C)C)=O)CCNCC1. No catalyst specified. The product is [C:1]([O:5][C:6]([N:8]1[CH2:13][CH2:12][N:11]([CH2:14][C:42]2[C:43](=[O:44])[N:38]([CH2:37][CH:34]3[CH2:36][CH2:35]3)[N:39]=[C:40]([C:51]3[CH:56]=[CH:55][C:54]([O:57][CH3:58])=[C:53]([F:59])[CH:52]=3)[CH:41]=2)[CH2:10][CH2:9]1)=[O:7])([CH3:4])([CH3:3])[CH3:2]. The yield is 0.989.